Predict the reaction yield, written as a fraction of the theoretical maximum amount of product (1.0 means a 100% yield; for example, 0.34 means a 34% yield). From a dataset of Reaction yield outcomes from USPTO patents with 853,638 reactions. (1) The reactants are C[O:2][C:3]([C:5]1([CH3:41])[C:10]([C:12]2[CH:17]=[CH:16][C:15]([Cl:18])=[CH:14][CH:13]=2)([OH:11])[CH2:9][CH2:8][N:7]([CH2:19][CH2:20][CH:21]=[C:22]2[C:28]3[CH:29]=[CH:30][CH:31]=[N:32][C:27]=3[CH2:26][O:25][C:24]3[CH:33]=[CH:34][C:35]([C:37]([OH:40])([CH3:39])[CH3:38])=[CH:36][C:23]2=3)[CH2:6]1)=O.[H-].[H-].[H-].[H-].[Li+].[Al+3]. The catalyst is O1CCCC1. The product is [Cl:18][C:15]1[CH:16]=[CH:17][C:12]([C:10]2([OH:11])[CH2:9][CH2:8][N:7]([CH2:19][CH2:20][CH:21]=[C:22]3[C:28]4[CH:29]=[CH:30][CH:31]=[N:32][C:27]=4[CH2:26][O:25][C:24]4[CH:33]=[CH:34][C:35]([C:37]([OH:40])([CH3:39])[CH3:38])=[CH:36][C:23]3=4)[CH2:6][C:5]2([CH2:3][OH:2])[CH3:41])=[CH:13][CH:14]=1. The yield is 0.430. (2) The reactants are [OH:1][C@@:2]1([C:9]#[C:10][C:11]2[CH:12]=[C:13]([C:17]3[N:22]=[C:21]([C:23]([O-])=[O:24])[CH:20]=[C:19]([O:26][CH3:27])[CH:18]=3)[CH:14]=[CH:15][CH:16]=2)[CH2:6][CH2:5][N:4]([CH3:7])[C:3]1=[O:8].[NH3:28]. No catalyst specified. The product is [OH:1][C@@:2]1([C:9]#[C:10][C:11]2[CH:12]=[C:13]([C:17]3[N:22]=[C:21]([C:23]([NH2:28])=[O:24])[CH:20]=[C:19]([O:26][CH3:27])[CH:18]=3)[CH:14]=[CH:15][CH:16]=2)[CH2:6][CH2:5][N:4]([CH3:7])[C:3]1=[O:8]. The yield is 0.281. (3) The reactants are [BH4-].[Na+].[CH:3]([C:5]1[CH:6]=[CH:7][C:8]([O:13][C:14]2[CH:19]=[CH:18][CH:17]=[C:16]([C:20]([F:23])([F:22])[F:21])[CH:15]=2)=[C:9]([CH:12]=1)[C:10]#[N:11])=[O:4]. The catalyst is CO. The product is [OH:4][CH2:3][C:5]1[CH:6]=[CH:7][C:8]([O:13][C:14]2[CH:19]=[CH:18][CH:17]=[C:16]([C:20]([F:21])([F:22])[F:23])[CH:15]=2)=[C:9]([CH:12]=1)[C:10]#[N:11]. The yield is 0.950. (4) The reactants are [H-].[H-].[H-].[H-].[Li+].[Al+3].[C:7]1([C@@H:13]([N@@:15]2[CH2:17][CH:16]2[C:18](OC)=[O:19])[CH3:14])[CH:12]=[CH:11][CH:10]=[CH:9][CH:8]=1.C1([C@@H]([N@]2CC2C(OC)=O)C)C=CC=CC=1.[OH-].[K+]. The catalyst is C1COCC1. The product is [C:7]1([C@@H:13]([N@:15]2[CH2:17][CH:16]2[CH2:18][OH:19])[CH3:14])[CH:8]=[CH:9][CH:10]=[CH:11][CH:12]=1. The yield is 0.900. (5) The reactants are [N:1]1([C:7]([O:9][C:10]([CH3:13])([CH3:12])[CH3:11])=[O:8])[CH2:6][CH2:5][NH:4][CH2:3][CH2:2]1.C(=O)([O-])[O-].[K+].[K+].Br[CH:21]1[CH2:25][CH2:24][O:23][C:22]1=[O:26]. The catalyst is CN(C)C=O. The product is [O:26]=[C:22]1[CH:21]([N:4]2[CH2:5][CH2:6][N:1]([C:7]([O:9][C:10]([CH3:13])([CH3:12])[CH3:11])=[O:8])[CH2:2][CH2:3]2)[CH2:25][CH2:24][O:23]1. The yield is 0.750.